The task is: Predict which catalyst facilitates the given reaction.. This data is from Catalyst prediction with 721,799 reactions and 888 catalyst types from USPTO. (1) Reactant: Br[C:2]1[CH:7]=[CH:6][CH:5]=[C:4]([O:8][CH3:9])[N:3]=1.[CH3:10][N:11]1[CH2:16][CH2:15][NH:14][CH2:13][CH2:12]1.C([O-])([O-])=O.[K+].[K+]. Product: [CH3:9][O:8][C:4]1[N:3]=[C:2]([N:14]2[CH2:15][CH2:16][N:11]([CH3:10])[CH2:12][CH2:13]2)[CH:7]=[CH:6][CH:5]=1. The catalyst class is: 3. (2) Reactant: [Cl:1][CH2:2][C:3]1[CH:8]=[CH:7][C:6]([CH2:9][C:10]([NH:12][NH:13][C:14]([O:16][C:17]([CH3:20])([CH3:19])[CH3:18])=[O:15])=[O:11])=[CH:5][CH:4]=1.[C:21]1([P:27]([C:34]2[CH:39]=[CH:38][CH:37]=[CH:36][CH:35]=2)[C:28]2[CH:33]=[CH:32][CH:31]=[CH:30][CH:29]=2)[CH:26]=[CH:25][CH:24]=[CH:23][CH:22]=1. Product: [Cl-:1].[C:17]([O:16][C:14]([NH:13][NH:12][C:10]([CH2:9][C:6]1[CH:7]=[CH:8][C:3]([CH2:2][P+:27]([C:28]2[CH:29]=[CH:30][CH:31]=[CH:32][CH:33]=2)([C:34]2[CH:39]=[CH:38][CH:37]=[CH:36][CH:35]=2)[C:21]2[CH:22]=[CH:23][CH:24]=[CH:25][CH:26]=2)=[CH:4][CH:5]=1)=[O:11])=[O:15])([CH3:20])([CH3:19])[CH3:18]. The catalyst class is: 48. (3) Reactant: C[O:2][C:3](=[O:33])[C@H:4]([CH2:29][CH2:30][S:31][CH3:32])[NH:5][C:6](=[O:28])[C:7]1[CH:12]=[CH:11][C:10]([CH:13]=[CH:14][C:15]2[CH:16]=[N:17][CH:18]=[CH:19][CH:20]=2)=[CH:9][C:8]=1[C:21]1[CH:26]=[CH:25][CH:24]=[CH:23][C:22]=1[CH3:27].[OH-].[Na+:35]. Product: [Na+:35].[N:17]1[CH:18]=[CH:19][CH:20]=[C:15]([CH:14]=[CH:13][C:10]2[CH:11]=[CH:12][C:7]([C:6]([NH:5][C@H:4]([C:3]([O-:33])=[O:2])[CH2:29][CH2:30][S:31][CH3:32])=[O:28])=[C:8]([C:21]3[CH:26]=[CH:25][CH:24]=[CH:23][C:22]=3[CH3:27])[CH:9]=2)[CH:16]=1. The catalyst class is: 5. (4) Reactant: [CH2:1]([NH2:5])[CH2:2][C:3]#[CH:4].Cl[CH2:7][C:8]([N:10]1[CH2:29][CH2:28][C:13]2[N:14]=[C:15]([NH:18][CH:19]3[CH2:27][C:26]4[C:21](=[CH:22][CH:23]=[CH:24][CH:25]=4)[CH2:20]3)[N:16]=[CH:17][C:12]=2[CH2:11]1)=[O:9].C(N(CC)CC)C.[C:37]([O:41][C:42](O[C:42]([O:41][C:37]([CH3:40])([CH3:39])[CH3:38])=[O:43])=[O:43])([CH3:40])([CH3:39])[CH3:38]. Product: [CH2:1]([N:5]([CH2:7][C:8]([N:10]1[CH2:29][CH2:28][C:13]2[N:14]=[C:15]([NH:18][CH:19]3[CH2:27][C:26]4[C:21](=[CH:22][CH:23]=[CH:24][CH:25]=4)[CH2:20]3)[N:16]=[CH:17][C:12]=2[CH2:11]1)=[O:9])[C:42](=[O:43])[O:41][C:37]([CH3:40])([CH3:39])[CH3:38])[CH2:2][C:3]#[CH:4]. The catalyst class is: 7. (5) Reactant: Cl.[CH3:2][O:3][C:4](=[O:22])[C@H:5]([CH2:7][C:8]1[CH:13]=[CH:12][C:11]([C:14]2[C:15](=[O:21])[N:16]([CH3:20])[CH:17]=[CH:18][CH:19]=2)=[CH:10][CH:9]=1)[NH2:6].[Br:23][C:24]1[CH:32]=[CH:31][C:30]([O:33][CH3:34])=[CH:29][C:25]=1[C:26](O)=[O:27].CCN(C(C)C)C(C)C.CN(C(ON1N=NC2C=CC=CC1=2)=[N+](C)C)C.F[P-](F)(F)(F)(F)F. Product: [CH3:2][O:3][C:4](=[O:22])[C@H:5]([CH2:7][C:8]1[CH:9]=[CH:10][C:11]([C:14]2[C:15](=[O:21])[N:16]([CH3:20])[CH:17]=[CH:18][CH:19]=2)=[CH:12][CH:13]=1)[NH:6][C:26]([C:25]1[CH:29]=[C:30]([O:33][CH3:34])[CH:31]=[CH:32][C:24]=1[Br:23])=[O:27]. The catalyst class is: 3. (6) Reactant: [O:1]=[C:2]1[N:8]2[CH2:9][C@H:10]([C:13]([O:15]C)=[O:14])[CH2:11][CH2:12][C@H:7]2[CH:6]=[CH:5][C:4]2[CH:17]=[CH:18][CH:19]=[CH:20][C:3]1=2.[Li+].[OH-].Cl.O. Product: [O:1]=[C:2]1[C:3]2[CH:20]=[CH:19][CH:18]=[CH:17][C:4]=2[CH:5]=[CH:6][C@@H:7]2[CH2:12][CH2:11][C@@H:10]([C:13]([OH:15])=[O:14])[CH2:9][N:8]12. The catalyst class is: 5.